Task: Regression/Classification. Given a drug SMILES string, predict its toxicity properties. Task type varies by dataset: regression for continuous values (e.g., LD50, hERG inhibition percentage) or binary classification for toxic/non-toxic outcomes (e.g., AMES mutagenicity, cardiotoxicity, hepatotoxicity). Dataset: ld50_zhu.. Dataset: Acute oral toxicity (LD50) regression data from Zhu et al. (1) The drug is ClCC(Cl)=C(Cl)Cl. The rat oral LD50 is 2.71, given as -log10 of the dose in mol/kg body weight (higher means more acutely toxic). (2) The compound is Cc1cccc(CN2CCN(C(c3ccccc3)c3ccc(Cl)cc3)CC2)c1. The rat oral LD50 is 2.35, given as -log10 of the dose in mol/kg body weight (higher means more acutely toxic). (3) The drug is CC1Oc2ccccc2CC1N(C)C. The rat oral LD50 is 2.37, given as -log10 of the dose in mol/kg body weight (higher means more acutely toxic). (4) The compound is CNC(=O)Oc1ccccc1C(C)C. The rat oral LD50 is 3.04, given as -log10 of the dose in mol/kg body weight (higher means more acutely toxic). (5) The compound is COc1ccc(C(=O)c2ccccc2)cc1. The rat oral LD50 is 1.63, given as -log10 of the dose in mol/kg body weight (higher means more acutely toxic). (6) The compound is Cn1c(-c2ccccc2)cc(-c2ccccc2)[n+]1C. The rat oral LD50 is 2.73, given as -log10 of the dose in mol/kg body weight (higher means more acutely toxic).